From a dataset of Reaction yield outcomes from USPTO patents with 853,638 reactions. Predict the reaction yield, written as a fraction of the theoretical maximum amount of product (1.0 means a 100% yield; for example, 0.34 means a 34% yield). (1) The reactants are [Br:1][C:2]1[CH:3]=[C:4]2[C:9](=[CH:10][CH:11]=1)[C:8](F)([F:12])[C:7](F)([F:14])[CH:6]=[CH:5]2.[NH4+].[Cl-].[NH4+].[OH-]. The catalyst is [Zn].C1COCC1. The product is [Br:1][C:2]1[CH:3]=[C:4]2[C:9](=[CH:10][CH:11]=1)[C:8]([F:12])=[C:7]([F:14])[CH:6]=[CH:5]2. The yield is 0.830. (2) The reactants are CC1(C)C(C)(C)OB([C:9]2[CH:10]=[C:11]([N:15]3[CH2:20][CH2:19][CH2:18][C@@H:17]([NH:21][C:22](=[O:28])[O:23][C:24]([CH3:27])([CH3:26])[CH3:25])[CH2:16]3)[CH:12]=[CH:13][CH:14]=2)O1.Cl[C:31]1[C:39]2[C:34](=[CH:35][N:36]=[C:37]([C:40]3[CH:41]=[N:42][N:43]([CH3:45])[CH:44]=3)[CH:38]=2)[N:33]([CH:46]2[CH2:51][CH2:50][CH2:49][CH2:48][O:47]2)[N:32]=1. No catalyst specified. The product is [CH3:45][N:43]1[CH:44]=[C:40]([C:37]2[CH:38]=[C:39]3[C:31]([C:9]4[CH:10]=[C:11]([N:15]5[CH2:20][CH2:19][CH2:18][C@@H:17]([NH:21][C:22](=[O:28])[O:23][C:24]([CH3:25])([CH3:26])[CH3:27])[CH2:16]5)[CH:12]=[CH:13][CH:14]=4)=[N:32][N:33]([CH:46]4[CH2:51][CH2:50][CH2:49][CH2:48][O:47]4)[C:34]3=[CH:35][N:36]=2)[CH:41]=[N:42]1. The yield is 0.600. (3) The reactants are [O:1]1[CH2:6][CH2:5][N:4]([C:7]2[CH:12]=[C:11]([C:13]#[N:14])[CH:10]=[C:9]([C:15]3[CH:20]=[CH:19][C:18]([C:21]([F:24])([F:23])[F:22])=[CH:17][CH:16]=3)[N:8]=2)[CH2:3][CH2:2]1.[H-].[H-].[H-].[H-].[Li+].[Al+3]. The catalyst is C(OCC)C. The product is [O:1]1[CH2:6][CH2:5][N:4]([C:7]2[CH:12]=[C:11]([CH2:13][NH2:14])[CH:10]=[C:9]([C:15]3[CH:16]=[CH:17][C:18]([C:21]([F:24])([F:22])[F:23])=[CH:19][CH:20]=3)[N:8]=2)[CH2:3][CH2:2]1. The yield is 1.00. (4) The reactants are O=[C:2]1[NH:11][C:10]2[C:9]([C:12]([O:14][CH2:15][CH3:16])=[O:13])=[CH:8][CH:7]=[CH:6][C:5]=2[N:4]2[CH:17]=[CH:18][N:19]=[C:3]12.C(#N)C.C(N(CC)CC)C.P(Cl)(Cl)([Cl:32])=O. The catalyst is O.CO. The product is [Cl:32][C:2]1[C:3]2[N:4]([CH:17]=[CH:18][N:19]=2)[C:5]2[CH:6]=[CH:7][CH:8]=[C:9]([C:12]([O:14][CH2:15][CH3:16])=[O:13])[C:10]=2[N:11]=1. The yield is 0.990. (5) The reactants are C(=O)([O-])[O-].[K+].[K+].Cl[CH2:8][CH:9]=[CH:10][CH3:11].[NH:12]1[CH2:17][CH2:16][CH:15]([NH:18][C:19]([C:21]2[CH:22]=[C:23]3[C:27](=[CH:28][CH:29]=2)[NH:26][N:25]=[CH:24]3)=[O:20])[CH2:14][CH2:13]1. The catalyst is CN(C)C=O. The product is [CH2:8]([N:12]1[CH2:17][CH2:16][CH:15]([NH:18][C:19]([C:21]2[CH:22]=[C:23]3[C:27](=[CH:28][CH:29]=2)[NH:26][N:25]=[CH:24]3)=[O:20])[CH2:14][CH2:13]1)[CH:9]=[CH:10][CH3:11]. The yield is 0.540.